This data is from Full USPTO retrosynthesis dataset with 1.9M reactions from patents (1976-2016). The task is: Predict the reactants needed to synthesize the given product. Given the product [CH3:35][O:36][C@@H:4]([CH3:3])[CH2:5][O:8][C:9]1[CH:14]=[CH:13][C:12]([CH:15]([NH2:17])[CH3:16])=[CH:11][C:10]=1[C:18]([F:21])([F:20])[F:19], predict the reactants needed to synthesize it. The reactants are: CN1CC[CH:5]([O:8][C:9]2[CH:14]=[CH:13][C:12]([CH:15]([NH2:17])[CH3:16])=[CH:11][C:10]=2[C:18]([F:21])([F:20])[F:19])[CH2:4][CH2:3]1.FC1C=CC(C#N)=CC=1C(F)(F)F.[CH3:35][O:36][C@@H](C)CO.